From a dataset of Full USPTO retrosynthesis dataset with 1.9M reactions from patents (1976-2016). Predict the reactants needed to synthesize the given product. (1) Given the product [Si:1]([O:8][C@H:9]1[CH2:13][C@H:12]([N:14]2[C:18]3[N:19]=[CH:20][N:21]=[C:22]([NH:23][C@@H:24]4[C:32]5[C:27](=[CH:28][CH:29]=[CH:30][CH:31]=5)[CH2:26][CH2:25]4)[C:17]=3[CH:16]=[CH:15]2)[CH2:11][C@H:10]1[CH:33]=[O:34])([C:4]([CH3:7])([CH3:6])[CH3:5])([CH3:3])[CH3:2], predict the reactants needed to synthesize it. The reactants are: [Si:1]([O:8][C@H:9]1[CH2:13][C@H:12]([N:14]2[C:18]3[N:19]=[CH:20][N:21]=[C:22]([NH:23][C@@H:24]4[C:32]5[C:27](=[CH:28][CH:29]=[CH:30][CH:31]=5)[CH2:26][CH2:25]4)[C:17]=3[CH:16]=[CH:15]2)[CH2:11][C@H:10]1[CH2:33][OH:34])([C:4]([CH3:7])([CH3:6])[CH3:5])([CH3:3])[CH3:2].C[N+]1([O-])CCOCC1. (2) The reactants are: Cl[CH2:2][C:3]([N:5]1[CH2:14][CH2:13][C:12]2[C:7](=[CH:8][CH:9]=[CH:10][CH:11]=2)[CH2:6]1)=[O:4].[NH2:15][CH:16]([C:23]1[CH:28]=[CH:27][CH:26]=[CH:25][CH:24]=1)[C:17]1[CH:22]=[CH:21][CH:20]=[CH:19][CH:18]=1.[I-].C(=O)([O-])[O-].[K+].[K+]. Given the product [CH:16]([NH:15][CH2:2][C:3]([N:5]1[CH2:14][CH2:13][C:12]2[C:7](=[CH:8][CH:9]=[CH:10][CH:11]=2)[CH2:6]1)=[O:4])([C:23]1[CH:24]=[CH:25][CH:26]=[CH:27][CH:28]=1)[C:17]1[CH:22]=[CH:21][CH:20]=[CH:19][CH:18]=1, predict the reactants needed to synthesize it. (3) Given the product [CH3:16][N:17]1[CH:21]=[C:20]([C:2]2[CH:7]=[C:6]([O:8][C:9]3[CH:10]=[N:11][C:12]([NH2:15])=[N:13][CH:14]=3)[CH:5]=[CH:4][N:3]=2)[CH:19]=[N:18]1, predict the reactants needed to synthesize it. The reactants are: Cl[C:2]1[CH:7]=[C:6]([O:8][C:9]2[CH:10]=[N:11][C:12]([NH2:15])=[N:13][CH:14]=2)[CH:5]=[CH:4][N:3]=1.[CH3:16][N:17]1[CH:21]=[C:20](B2OC(C)(C)C(C)(C)O2)[CH:19]=[N:18]1.C(=O)([O-])[O-].[K+].[K+].